Dataset: Forward reaction prediction with 1.9M reactions from USPTO patents (1976-2016). Task: Predict the product of the given reaction. (1) Given the reactants C([O:3][C:4]([C:6]1[S:10][C:9]([N:11]2[CH2:16][CH2:15][N:14]([C:17]([O:19][C:20]([CH3:23])([CH3:22])[CH3:21])=[O:18])[CH2:13][CH2:12]2)=[N:8][CH:7]=1)=O)C.[Li+].[OH-].C[N:27](C=O)C.C(Cl)(=O)C(Cl)=O.[NH4+].[OH-], predict the reaction product. The product is: [C:4]([C:6]1[S:10][C:9]([N:11]2[CH2:16][CH2:15][N:14]([C:17]([O:19][C:20]([CH3:23])([CH3:22])[CH3:21])=[O:18])[CH2:13][CH2:12]2)=[N:8][CH:7]=1)(=[O:3])[NH2:27]. (2) The product is: [C:1]([O:5][C@@H:6]([C:11]1[C:40]([CH3:41])=[C:39]([C:42]2[CH:43]=[CH:44][N:45]=[CH:46][CH:47]=2)[C:38]2=[N:48][C:35]3=[CH:36][N:37]2[C:12]=1[N:13]1[CH2:14][CH2:15][C:16]([CH3:54])([O:17][CH2:18][CH2:19][CH2:20][CH2:21][C@H:22]([CH3:51])[O:23][C:24]2[CH:25]=[CH:26][C:27]([F:50])=[CH:28][C:29]=2[C:30]2[CH:49]=[C:34]3[CH:33]=[CH:32][CH:31]=2)[CH2:52][CH2:53]1)[C:7]([OH:9])=[O:8])([CH3:4])([CH3:2])[CH3:3]. Given the reactants [C:1]([O:5][C@@H:6]([C:11]1[C:40]([CH3:41])=[C:39]([C:42]2[CH:47]=[CH:46][N:45]=[CH:44][CH:43]=2)[C:38]2=[N:48][C:35]3=[CH:36][N:37]2[C:12]=1[N:13]1[CH2:53][CH2:52][C:16]([CH3:54])([O:17][CH2:18][CH2:19][CH2:20][CH2:21][C@H:22]([CH3:51])[O:23][C:24]2[CH:25]=[CH:26][C:27]([F:50])=[CH:28][C:29]=2[C:30]2[CH:49]=[C:34]3[CH:33]=[CH:32][CH:31]=2)[CH2:15][CH2:14]1)[C:7]([O:9]C)=[O:8])([CH3:4])([CH3:3])[CH3:2].C(O[C@@H](C1C(C)=CC2=NC3=C(Cl)N2C=1N1CCC(C)(OCCCC[C@H](C)OC2C=CC(C)=CC=2C2C=C3C=CC=2)CC1)C(O)=O)(C)(C)C, predict the reaction product. (3) The product is: [C:14]1([C:2]2[CH:3]=[CH:4][C:5]3[N:6]([C:8]([C@@H:11]([OH:13])[CH3:12])=[N:9][N:10]=3)[N:7]=2)[CH:19]=[CH:18][CH:17]=[CH:16][CH:15]=1. Given the reactants Cl[C:2]1[CH:3]=[CH:4][C:5]2[N:6]([C:8]([C@@H:11]([OH:13])[CH3:12])=[N:9][N:10]=2)[N:7]=1.[C:14]1(B(O)O)[CH:19]=[CH:18][CH:17]=[CH:16][CH:15]=1.C([O-])([O-])=O.[K+].[K+].O1CCOCC1, predict the reaction product. (4) Given the reactants [C:1]([O:5][C:6](=[O:18])[CH2:7][O:8][C:9]1[CH:14]=[CH:13][C:12]([NH2:15])=[CH:11][C:10]=1[CH2:16][CH3:17])(C)(C)C.[C:19](O[C:19]([O:21][C:22]([CH3:25])([CH3:24])[CH3:23])=[O:20])([O:21][C:22]([CH3:25])([CH3:24])[CH3:23])=[O:20], predict the reaction product. The product is: [CH3:1][O:5][C:6](=[O:18])[CH2:7][O:8][C:9]1[CH:14]=[CH:13][C:12]([NH:15][C:19]([O:21][C:22]([CH3:25])([CH3:24])[CH3:23])=[O:20])=[CH:11][C:10]=1[CH2:16][CH3:17]. (5) Given the reactants Cl[C:2]1[CH:7]=[C:6]([C:8]2[CH:13]=[CH:12][CH:11]=[C:10]([CH3:14])[C:9]=2[CH3:15])[N:5]=[C:4]([NH2:16])[N:3]=1.[Cl-].[Cl-].[CH3:19][C:20]1[C:24]([CH2:25][CH2:26][NH3+:27])=[C:23]([CH3:28])[NH2+:22][N:21]=1, predict the reaction product. The product is: [CH3:19][C:20]1[C:24]([CH2:25][CH2:26][NH:27][C:2]2[CH:7]=[C:6]([C:8]3[CH:13]=[CH:12][CH:11]=[C:10]([CH3:14])[C:9]=3[CH3:15])[N:5]=[C:4]([NH2:16])[N:3]=2)=[C:23]([CH3:28])[NH:22][N:21]=1. (6) Given the reactants [CH3:1][CH:2]1[C:7]2=[CH:8][C:9]([NH2:11])=[N:10][N:6]2[CH2:5][CH2:4][O:3]1.[C:12]([O:15][CH2:16][C:17]1[C:18]([N:32]2[N:41]=[CH:40][C:39]3[C:34](=[C:35]([F:46])[CH:36]=[C:37]([C:42]([CH3:45])([CH3:44])[CH3:43])[CH:38]=3)[C:33]2=[O:47])=[N:19][CH:20]=[CH:21][C:22]=1[C:23]1[CH:28]=[C:27](Br)[C:26](=[O:30])[N:25]([CH3:31])[CH:24]=1)(=[O:14])[CH3:13].CC1(C)C2C(=C(P(C3C=CC=CC=3)C3C=CC=CC=3)C=CC=2)OC2C(P(C3C=CC=CC=3)C3C=CC=CC=3)=CC=CC1=2.C([O-])([O-])=O.[Cs+].[Cs+], predict the reaction product. The product is: [C:12]([O:15][CH2:16][C:17]1[C:18]([N:32]2[N:41]=[CH:40][C:39]3[C:34](=[C:35]([F:46])[CH:36]=[C:37]([C:42]([CH3:44])([CH3:43])[CH3:45])[CH:38]=3)[C:33]2=[O:47])=[N:19][CH:20]=[CH:21][C:22]=1[C:23]1[CH:28]=[C:27]([NH:11][C:9]2[CH:8]=[C:7]3[CH:2]([CH3:1])[O:3][CH2:4][CH2:5][N:6]3[N:10]=2)[C:26](=[O:30])[N:25]([CH3:31])[CH:24]=1)(=[O:14])[CH3:13]. (7) Given the reactants [CH2:1]([C:3]1[C:11]2[C:6](=[CH:7][CH:8]=[CH:9][C:10]=2[NH:12][C:13]([C:15]2[N:19]3[CH:20]=[CH:21][C:22]([O:24][C@@H:25]4[C@@H:29]([OH:30])[CH2:28][NH:27][CH2:26]4)=[CH:23][C:18]3=[N:17][CH:16]=2)=[O:14])[N:5]([CH2:31][C:32]2[CH:37]=[CH:36][CH:35]=[C:34]([CH3:38])[N:33]=2)[N:4]=1)[CH3:2].[BH-](OC(C)=O)(OC(C)=O)[O:40][C:41](C)=O.[Na+].C=O.CO.[CH2:57]([Cl:59])[Cl:58], predict the reaction product. The product is: [CH2:57]([Cl:59])[Cl:58].[CH3:13][OH:14].[NH4+:4].[OH-:40].[CH2:1]([C:3]1[C:11]2[C:6](=[CH:7][CH:8]=[CH:9][C:10]=2[NH:12][C:13]([C:15]2[N:19]3[CH:20]=[CH:21][C:22]([O:24][C@@H:25]4[C@@H:29]([OH:30])[CH2:28][N:27]([CH3:41])[CH2:26]4)=[CH:23][C:18]3=[N:17][CH:16]=2)=[O:14])[N:5]([CH2:31][C:32]2[CH:37]=[CH:36][CH:35]=[C:34]([CH3:38])[N:33]=2)[N:4]=1)[CH3:2]. (8) Given the reactants [CH3:1][N:2]([CH3:16])[CH2:3][CH2:4][O:5][C:6]1[CH:7]=[CH:8][C:9]([N+:13]([O-])=O)=[C:10]([NH2:12])[CH:11]=1, predict the reaction product. The product is: [CH3:1][N:2]([CH3:16])[CH2:3][CH2:4][O:5][C:6]1[CH:11]=[C:10]([NH2:12])[C:9]([NH2:13])=[CH:8][CH:7]=1. (9) Given the reactants Br[CH2:2][C:3]1[S:4][C:5]2[CH:11]=[CH:10][CH:9]=[C:8]([C:12]3[CH:13]=[C:14]([CH:20]=[CH:21][CH:22]=3)[C:15]([O:17][CH2:18][CH3:19])=[O:16])[C:6]=2[CH:7]=1.[F:23][C:24]1[CH:25]=[C:26](B(O)O)[CH:27]=[CH:28][C:29]=1[F:30], predict the reaction product. The product is: [F:23][C:24]1[CH:25]=[C:26]([CH:27]=[CH:28][C:29]=1[F:30])[CH2:2][C:3]1[S:4][C:5]2[CH:11]=[CH:10][CH:9]=[C:8]([C:12]3[CH:13]=[C:14]([CH:20]=[CH:21][CH:22]=3)[C:15]([O:17][CH2:18][CH3:19])=[O:16])[C:6]=2[CH:7]=1.